Task: Predict the product of the given reaction.. Dataset: Forward reaction prediction with 1.9M reactions from USPTO patents (1976-2016) (1) Given the reactants [CH3:1][O:2][C:3]1[CH:4]=[C:5]2[C:10](=[CH:11][C:12]=1[O:13][CH3:14])[N:9]=[CH:8][CH:7]=[C:6]2[O:15][C:16]1[CH:22]=[CH:21][C:19]([NH2:20])=[C:18]([CH3:23])[C:17]=1[CH3:24].ClC(Cl)(O[C:29](=[O:35])[O:30][C:31](Cl)(Cl)Cl)Cl.[CH3:37][O:38][C:39]1[CH:44]=[CH:43][CH:42]=[C:41]([O:45][CH3:46])C=1O.C(=O)(O)[O-].[Na+], predict the reaction product. The product is: [CH3:1][O:2][C:3]1[CH:4]=[C:5]2[C:10](=[CH:11][C:12]=1[O:13][CH3:14])[N:9]=[CH:8][CH:7]=[C:6]2[O:15][C:16]1[CH:22]=[CH:21][C:19]([NH:20][C:29](=[O:35])[O:30][C:31]2[C:39]([O:38][CH3:37])=[CH:44][CH:43]=[CH:42][C:41]=2[O:45][CH3:46])=[C:18]([CH3:23])[C:17]=1[CH3:24]. (2) Given the reactants [CH3:1][C:2]([NH:4][CH:5]1[C:15]2[CH:16]=[C:17]([OH:20])[CH:18]=[CH:19][C:14]=2[C:13]2[C:8](=[CH:9][C:10]([O:25][CH3:26])=[C:11]([O:23][CH3:24])[C:12]=2[O:21][CH3:22])[CH2:7][CH2:6]1)=[O:3].[CH3:27][P:28](Cl)(Cl)=[O:29].[OH2:32], predict the reaction product. The product is: [CH3:27][P:28](=[O:29])([OH:32])[O:20][C:17]1[CH:18]=[CH:19][C:14]2[C:13]3[C:12]([O:21][CH3:22])=[C:11]([O:23][CH3:24])[C:10]([O:25][CH3:26])=[CH:9][C:8]=3[CH2:7][CH2:6][C@H:5]([NH:4][C:2](=[O:3])[CH3:1])[C:15]=2[CH:16]=1.